Dataset: Forward reaction prediction with 1.9M reactions from USPTO patents (1976-2016). Task: Predict the product of the given reaction. (1) Given the reactants [CH:1]1([C:7]2[C:8]3[CH:9]=[CH:10][C:11]([C:33]([O:35]C)=[O:34])=[CH:12][C:13]=3[N:14]3[CH2:21][CH2:20][N:19]([CH2:22][CH2:23][N:24]([CH3:26])[CH3:25])[CH2:18][C:17]4[CH:27]=[C:28]([O:31][CH3:32])[CH:29]=[CH:30][C:16]=4[C:15]=23)[CH2:6][CH2:5][CH2:4][CH2:3][CH2:2]1, predict the reaction product. The product is: [CH:1]1([C:7]2[C:8]3[CH:9]=[CH:10][C:11]([C:33]([OH:35])=[O:34])=[CH:12][C:13]=3[N:14]3[CH2:21][CH2:20][N:19]([CH2:22][CH2:23][N:24]([CH3:25])[CH3:26])[CH2:18][C:17]4[CH:27]=[C:28]([O:31][CH3:32])[CH:29]=[CH:30][C:16]=4[C:15]=23)[CH2:6][CH2:5][CH2:4][CH2:3][CH2:2]1. (2) The product is: [Br:15][C:16]1[CH:21]=[CH:20][C:19]([F:22])=[CH:18][C:17]=1[C:23]([CH3:43])([CH3:42])[CH2:24][C:25]([OH:41])([C:2]([F:4])([F:3])[F:1])[C:26]([NH:28][C:29]1[CH:30]=[CH:31][C:32]2[C:37](=[O:38])[O:36][N:35]=[C:34]([CH3:39])[C:33]=2[CH:40]=1)=[O:27]. Given the reactants [F:1][C:2]([Si](C)(C)C)([F:4])[F:3].C(=O)([O-])[O-].[Cs+].[Cs+].[Br:15][C:16]1[CH:21]=[CH:20][C:19]([F:22])=[CH:18][C:17]=1[C:23]([CH3:43])([CH3:42])[CH2:24][C:25](=[O:41])[C:26]([NH:28][C:29]1[CH:30]=[CH:31][C:32]2[C:37](=[O:38])[O:36][N:35]=[C:34]([CH3:39])[C:33]=2[CH:40]=1)=[O:27].[SiH4], predict the reaction product.